This data is from Reaction yield outcomes from USPTO patents with 853,638 reactions. The task is: Predict the reaction yield, written as a fraction of the theoretical maximum amount of product (1.0 means a 100% yield; for example, 0.34 means a 34% yield). (1) The reactants are [Cl:1][C:2]1[N:3]=[C:4]([N:14]2[CH2:19][CH2:18][O:17][CH2:16][CH2:15]2)[C:5]2[S:10][C:9]([CH:11]=O)=[C:8]([CH3:13])[C:6]=2[N:7]=1.C1COCC1.[CH3:25][NH2:26]. The catalyst is C1(C)C=CC=CC=1.O. The product is [Cl:1][C:2]1[N:3]=[C:4]([N:14]2[CH2:19][CH2:18][O:17][CH2:16][CH2:15]2)[C:5]2[S:10][C:9]([CH2:11][NH:26][CH3:25])=[C:8]([CH3:13])[C:6]=2[N:7]=1. The yield is 0.700. (2) The reactants are N(C(OC(C)C)=O)=NC(OC(C)C)=O.CCOC(/N=N/C(OCC)=O)=O.[OH:27][CH2:28][C@H:29]1[CH2:34][N:33]([CH2:35][C:36]([N:38]2[C:46]3[C:41](=[CH:42][CH:43]=[CH:44][CH:45]=3)[CH2:40][CH2:39]2)=[O:37])[CH2:32][CH2:31][O:30]1.C1(P(C2C=CC=CC=2)C2C=CC=CC=2)C=CC=CC=1.O[C:67]1[CH:68]=[N:69][CH:70]=[CH:71][CH:72]=1. The catalyst is C1COCC1. The product is [N:38]1([C:36](=[O:37])[CH2:35][N:33]2[CH2:32][CH2:31][O:30][C@@H:29]([CH2:28][O:27][C:67]3[CH:68]=[N:69][CH:70]=[CH:71][CH:72]=3)[CH2:34]2)[C:46]2[C:41](=[CH:42][CH:43]=[CH:44][CH:45]=2)[CH2:40][CH2:39]1. The yield is 0.0500. (3) The reactants are Cl[C:2]1[CH:3]=[CH:4][C:5]2[N:11]3[CH2:12][C@H:8]([CH2:9][CH2:10]3)[N:7]([C:13]([NH:15][C:16]3[CH:21]=[N:20][CH:19]=[CH:18][N:17]=3)=[O:14])[C:6]=2[N:22]=1.[CH:23]1([C:26]2[C:31]([C:32]([F:35])([F:34])[F:33])=[CH:30][C:29](B3OC(C)(C)C(C)(C)O3)=[CH:28][N:27]=2)[CH2:25][CH2:24]1.[O-]P([O-])([O-])=O.[K+].[K+].[K+].CC(C1C=C(C(C)C)C(C2C=CC=CC=2P(C2CCCCC2)C2CCCCC2)=C(C(C)C)C=1)C. The catalyst is O1CCOCC1.O.C1C=CC(/C=C/C(/C=C/C2C=CC=CC=2)=O)=CC=1.C1C=CC(/C=C/C(/C=C/C2C=CC=CC=2)=O)=CC=1.C1C=CC(/C=C/C(/C=C/C2C=CC=CC=2)=O)=CC=1.[Pd].[Pd]. The product is [CH:23]1([C:26]2[N:27]=[CH:28][C:29]([C:2]3[CH:3]=[CH:4][C:5]4[N:11]5[CH2:12][C@H:8]([CH2:9][CH2:10]5)[N:7]([C:13]([NH:15][C:16]5[CH:21]=[N:20][CH:19]=[CH:18][N:17]=5)=[O:14])[C:6]=4[N:22]=3)=[CH:30][C:31]=2[C:32]([F:35])([F:33])[F:34])[CH2:24][CH2:25]1. The yield is 0.428. (4) The reactants are C([C@@H]1N(C(=O)C2C=CC(OC3C=CC=CC=3)=CC=2)C[C@H](CC(C)C)NC1=O)C(C)C.[CH:31]([C@@H:34]1[NH:39][CH2:38][C@H:37]([C:40]2[CH:45]=[CH:44][CH:43]=[CH:42][CH:41]=2)[NH:36][C:35]1=[O:46])([CH3:33])[CH3:32].[F:47][C:48]1[CH:53]=[CH:52][C:51]([C:54]2[O:58][N:57]=[C:56]([C:59](O)=[O:60])[CH:55]=2)=[CH:50][CH:49]=1. No catalyst specified. The product is [F:47][C:48]1[CH:49]=[CH:50][C:51]([C:54]2[O:58][N:57]=[C:56]([C:59]([N:39]3[CH2:38][C@H:37]([C:40]4[CH:41]=[CH:42][CH:43]=[CH:44][CH:45]=4)[NH:36][C:35](=[O:46])[C@@H:34]3[CH:31]([CH3:33])[CH3:32])=[O:60])[CH:55]=2)=[CH:52][CH:53]=1. The yield is 0.650. (5) The reactants are [OH:1][C:2]1[CH:7]=[CH:6][C:5]([CH2:8][C:9](=[O:13])[C:10]([OH:12])=[O:11])=[CH:4][CH:3]=1.C(N(CC)CC)C.B(Cl)([C@H]1[C@H](C)[C@H]2C(C)(C)[C@@H](C2)C1)[C@H]1[C@H](C)[C@@H]2C(C)(C)[C@@H](C2)C1.CCCCCC.[OH-].[Na+]. The catalyst is O1CCCC1. The product is [OH:13][C@H:9]([CH2:8][C:5]1[CH:4]=[CH:3][C:2]([OH:1])=[CH:7][CH:6]=1)[C:10]([OH:12])=[O:11]. The yield is 0.610. (6) The reactants are Br[C:2]1[S:6][C:5]([NH:7][S:8]([CH3:11])(=[O:10])=[O:9])=[N:4][C:3]=1[CH2:12][CH:13]1[CH2:18][CH2:17][CH2:16][CH2:15][CH2:14]1.C([O-])([O-])=O.[Cs+].[Cs+].[C:25]([NH:29][S:30]([C:33]1[CH:38]=[CH:37][C:36](B2OC(C)(C)C(C)(C)O2)=[CH:35][C:34]=1[C:48]([F:51])([F:50])[F:49])(=[O:32])=[O:31])([CH3:28])([CH3:27])[CH3:26]. The catalyst is C1(C)C=CC=CC=1.O.C1C=CC([P]([Pd]([P](C2C=CC=CC=2)(C2C=CC=CC=2)C2C=CC=CC=2)([P](C2C=CC=CC=2)(C2C=CC=CC=2)C2C=CC=CC=2)[P](C2C=CC=CC=2)(C2C=CC=CC=2)C2C=CC=CC=2)(C2C=CC=CC=2)C2C=CC=CC=2)=CC=1. The product is [C:25]([NH:29][S:30]([C:33]1[CH:38]=[CH:37][C:36]([C:2]2[S:6][C:5]([NH:7][S:8]([CH3:11])(=[O:10])=[O:9])=[N:4][C:3]=2[CH2:12][CH:13]2[CH2:18][CH2:17][CH2:16][CH2:15][CH2:14]2)=[CH:35][C:34]=1[C:48]([F:51])([F:49])[F:50])(=[O:31])=[O:32])([CH3:28])([CH3:26])[CH3:27]. The yield is 0.250. (7) The reactants are [C:1]([O:7][C:8]([CH3:11])([CH3:10])[CH3:9])(=[O:6])[CH2:2][C:3]([CH3:5])=[O:4].Br[CH2:13][CH2:14]Br.C(=O)([O-])[O-].[K+].[K+]. The catalyst is CN(C)C=O. The product is [C:3]([C:2]1([C:1]([O:7][C:8]([CH3:11])([CH3:10])[CH3:9])=[O:6])[CH2:14][CH2:13]1)(=[O:4])[CH3:5]. The yield is 0.670.